This data is from Full USPTO retrosynthesis dataset with 1.9M reactions from patents (1976-2016). The task is: Predict the reactants needed to synthesize the given product. Given the product [Br:4][C:5]1[CH:6]=[C:7]2[C:11](=[CH:12][CH:13]=1)[C@@H:10]([N:14]1[C:18]3=[N:19][C:20]([CH2:24][C:1]#[N:2])=[CH:21][C:22]([CH3:23])=[C:17]3[N:16]=[C:15]1[CH2:30][CH3:31])[CH2:9][CH2:8]2, predict the reactants needed to synthesize it. The reactants are: [C-:1]#[N:2].[K+].[Br:4][C:5]1[CH:6]=[C:7]2[C:11](=[CH:12][CH:13]=1)[C@@H:10]([N:14]1[C:18]3=[N:19][C:20]([CH2:24]OS(C)(=O)=O)=[CH:21][C:22]([CH3:23])=[C:17]3[N:16]=[C:15]1[CH2:30][CH3:31])[CH2:9][CH2:8]2.